This data is from Full USPTO retrosynthesis dataset with 1.9M reactions from patents (1976-2016). The task is: Predict the reactants needed to synthesize the given product. Given the product [Cl:1][C:2]1[N:7]=[C:6]([C:8]([O:10][CH2:15][CH3:16])=[O:9])[CH:5]=[C:4]([C:11]([F:14])([F:12])[F:13])[CH:3]=1, predict the reactants needed to synthesize it. The reactants are: [Cl:1][C:2]1[N:7]=[C:6]([C:8]([OH:10])=[O:9])[CH:5]=[C:4]([C:11]([F:14])([F:13])[F:12])[CH:3]=1.[CH2:15](O)[CH3:16].